From a dataset of Reaction yield outcomes from USPTO patents with 853,638 reactions. Predict the reaction yield, written as a fraction of the theoretical maximum amount of product (1.0 means a 100% yield; for example, 0.34 means a 34% yield). (1) The reactants are [C:1]([C:4]1[N:5]=[C:6]([C:28]2[CH:36]=[CH:35][CH:34]=[C:33]3[C:29]=2[CH:30]=[CH:31][NH:32]3)[O:7][C:8]=1[C:9]1[CH:14]=[CH:13][C:12]([N:15]2[CH2:20][CH2:19][N:18](C(OC(C)(C)C)=O)[CH2:17][CH2:16]2)=[CH:11][CH:10]=1)(=[O:3])[NH2:2].Cl.O1CCOCC1. The catalyst is C(Cl)Cl.CO. The product is [NH:32]1[C:33]2[C:29](=[C:28]([C:6]3[O:7][C:8]([C:9]4[CH:10]=[CH:11][C:12]([N:15]5[CH2:20][CH2:19][NH:18][CH2:17][CH2:16]5)=[CH:13][CH:14]=4)=[C:4]([C:1]([NH2:2])=[O:3])[N:5]=3)[CH:36]=[CH:35][CH:34]=2)[CH:30]=[CH:31]1. The yield is 0.360. (2) The reactants are C(OC([N:8]1[CH2:13][CH2:12][CH2:11][C@@H:10]([C:14]([NH:16][NH:17][C:18]([C@H:20]2[CH2:26][CH2:25][C@@H:24]3[CH2:27][N:21]2[C:22](=[O:33])[N:23]3[O:28][S:29]([OH:32])(=[O:31])=[O:30])=[O:19])=[O:15])[CH2:9]1)=O)(C)(C)C.FC(F)(F)C(O)=O. The catalyst is ClCCl. The product is [NH:8]1[CH2:13][CH2:12][CH2:11][C@@H:10]([C:14]([NH:16][NH:17][C:18]([C@H:20]2[CH2:26][CH2:25][C@@H:24]3[CH2:27][N:21]2[C:22](=[O:33])[N:23]3[O:28][S:29](=[O:30])(=[O:31])[OH:32])=[O:19])=[O:15])[CH2:9]1. The yield is 0.790. (3) The reactants are Br.[OH:2][C:3]1[CH:4]=[C:5]2[C:10](=[CH:11][C:12]=1[OH:13])[C@H:9]([CH2:14][C:15]1[C:24]3[C:19](=[CH:20][CH:21]=[CH:22][CH:23]=3)[CH:18]=[CH:17][CH:16]=1)[NH:8][CH2:7][CH2:6]2.C(=O)(O)[O-].[Na+].[CH3:30][S:31]([O-:34])(=[O:33])=[O:32]. The catalyst is ClCCl.CO. The product is [CH3:30][S:31]([OH:34])(=[O:33])=[O:32].[OH:2][C:3]1[CH:4]=[C:5]2[C:10](=[CH:11][C:12]=1[OH:13])[C@H:9]([CH2:14][C:15]1[C:24]3[C:19](=[CH:20][CH:21]=[CH:22][CH:23]=3)[CH:18]=[CH:17][CH:16]=1)[NH:8][CH2:7][CH2:6]2. The yield is 0.990.